This data is from Full USPTO retrosynthesis dataset with 1.9M reactions from patents (1976-2016). The task is: Predict the reactants needed to synthesize the given product. (1) Given the product [ClH:13].[Cl:13][C:14]1[CH:15]=[C:16]([O:9][CH:7]2[CH2:8][N:3]([CH2:1][CH3:2])[CH2:4][C:5]3[S:12][CH:11]=[CH:10][C:6]2=3)[CH:17]=[CH:18][C:19]=1[Cl:20], predict the reactants needed to synthesize it. The reactants are: [CH2:1]([N:3]1[CH2:8][CH:7]([OH:9])[C:6]2[CH:10]=[CH:11][S:12][C:5]=2[CH2:4]1)[CH3:2].[Cl:13][C:14]1[CH:15]=[C:16](F)[CH:17]=[CH:18][C:19]=1[Cl:20]. (2) Given the product [CH3:1][C:2]1[N:7]=[C:6]2[S:8][C:9]3[CH2:14][CH2:13][CH2:12][CH2:11][C:10]=3[C:5]2=[C:4]([C:15]2[C:20]3[C:2](=[CH:16][CH:17]=[CH:18][CH:19]=3)[N:7]([CH2:47][CH2:48][CH3:49])[C:6]=2[CH3:5])[C:3]=1[CH:26]([CH2:42][CH2:41][CH3:45])[C:27]([O:29][CH3:30])=[O:28], predict the reactants needed to synthesize it. The reactants are: [CH3:1][C:2]1[N:7]=[C:6]2[S:8][C:9]3[CH2:14][CH2:13][CH2:12][CH2:11][C:10]=3[C:5]2=[C:4]([C:15]2[CH:20]=[CH:19][C:18](OC(F)(F)F)=[CH:17][CH:16]=2)[C:3]=1[CH2:26][C:27]([O:29][CH3:30])=[O:28].[Li+].C[Si]([N-][Si](C)(C)C)(C)C.[CH2:41]1[CH2:45]OC[CH2:42]1.I[CH2:47][CH2:48][CH3:49]. (3) Given the product [F:11][C:12]1[CH:29]=[CH:28][C:15]([CH2:16][CH:17]2[CH2:18][CH2:19][N:20]([C:23](=[O:27])[C:24]([NH:1][C:2]3[CH:10]=[C:9]4[C:5]([CH:6]=[N:7][NH:8]4)=[CH:4][CH:3]=3)=[O:25])[CH2:21][CH2:22]2)=[CH:14][CH:13]=1, predict the reactants needed to synthesize it. The reactants are: [NH2:1][C:2]1[CH:10]=[C:9]2[C:5]([CH:6]=[N:7][NH:8]2)=[CH:4][CH:3]=1.[F:11][C:12]1[CH:29]=[CH:28][C:15]([CH2:16][CH:17]2[CH2:22][CH2:21][N:20]([C:23](=[O:27])[C:24](O)=[O:25])[CH2:19][CH2:18]2)=[CH:14][CH:13]=1. (4) Given the product [CH2:77]([C@H:76]([NH:84][C:52](=[O:54])[C:51]1[CH:55]=[C:56]([N:58]2[CH2:62][CH2:61][CH2:60][C:59]2=[O:63])[CH:57]=[C:49]([O:48][CH:44]2[CH2:45][CH2:46][CH2:47]2)[CH:50]=1)[C@@H:75]([OH:85])[CH2:74][C@H:73]([C:72](=[O:87])[NH:71][CH:65]1[CH2:66][CH:67]2[CH2:70][CH:64]1[CH2:69][CH2:68]2)[CH3:86])[C:78]1[CH:79]=[CH:80][CH:81]=[CH:82][CH:83]=1, predict the reactants needed to synthesize it. The reactants are: C([C@H](NC(=O)C1C=C(C2C=CC=CC=2)C=C(N2CCCC2=O)C=1)[C@@H](O)C[C@H](C(=O)NCCC(C)(C)C)C)C1C=CC=CC=1.[CH:44]1([O:48][C:49]2[CH:50]=[C:51]([CH:55]=[C:56]([N:58]3[CH2:62][CH2:61][CH2:60][C:59]3=[O:63])[CH:57]=2)[C:52]([OH:54])=O)[CH2:47][CH2:46][CH2:45]1.[CH:64]12[CH2:70][CH:67]([CH2:68][CH2:69]1)[CH2:66][CH:65]2[NH:71][C:72](=[O:87])[C@H:73]([CH3:86])[CH2:74][C@H:75]([OH:85])[C@@H:76]([NH2:84])[CH2:77][C:78]1[CH:83]=[CH:82][CH:81]=[CH:80][CH:79]=1. (5) The reactants are: [C:1]([O:5][C:6](=[O:8])N)(C)(C)[CH3:2].Br[C:10]1[CH:15]=[CH:14][C:13]([C:16]2[O:20][N:19]=[C:18]([CH3:21])[C:17]=2C(O)=O)=[CH:12][CH:11]=1.[C:33]1(P(N=[N+]=[N-])([C:33]2[CH:38]=[CH:37][CH:36]=[CH:35][CH:34]=2)=O)[CH:38]=[CH:37][CH:36]=[CH:35][CH:34]=1.C([N:44](CC)CC)C.[CH3:49][C:50](O)([CH3:52])C. Given the product [CH2:1]([O:5][C:6]([C:52]1([C:33]2[CH:34]=[CH:35][C:36]([C:10]3[CH:11]=[CH:12][C:13]([C:16]4[O:20][N:19]=[C:18]([CH3:21])[C:17]=4[NH2:44])=[CH:14][CH:15]=3)=[CH:37][CH:38]=2)[CH2:50][CH2:49]1)=[O:8])[CH3:2], predict the reactants needed to synthesize it.